From a dataset of Catalyst prediction with 721,799 reactions and 888 catalyst types from USPTO. Predict which catalyst facilitates the given reaction. (1) Reactant: [CH:1]([Si:4]([CH:20]([CH3:22])[CH3:21])([CH:17]([CH3:19])[CH3:18])[O:5][C:6]1[CH:11]=[CH:10][C:9]([N+:12]([O-])=O)=[CH:8][C:7]=1[O:15][CH3:16])([CH3:3])[CH3:2].[H][H]. Product: [CH3:16][O:15][C:7]1[CH:8]=[C:9]([NH2:12])[CH:10]=[CH:11][C:6]=1[O:5][Si:4]([CH:17]([CH3:19])[CH3:18])([CH:20]([CH3:22])[CH3:21])[CH:1]([CH3:3])[CH3:2]. The catalyst class is: 50. (2) Reactant: [CH3:1][O:2][C:3]1[CH:8]=[CH:7][C:6]([C:9]([C:50]2[CH:55]=[CH:54][C:53]([O:56][CH3:57])=[CH:52][CH:51]=2)([C:44]2[CH:49]=[CH:48][CH:47]=[CH:46][CH:45]=2)[O:10][CH2:11][C@H:12]2[N:16]([C:17]([O:19][CH2:20][CH2:21][NH:22][CH2:23][CH2:24][C:25]3[CH:30]=[CH:29][C:28]([N:31]=[N:32][C:33]4[CH:38]=[CH:37][C:36]([N+:39]([O-:41])=[O:40])=[CH:35][C:34]=4[Cl:42])=[CH:27][CH:26]=3)=[O:18])[CH2:15][C@H:14]([OH:43])[CH2:13]2)=[CH:5][CH:4]=1.C(N(CC)C(C)C)(C)C.[CH:67]([N:70]([CH:78]([CH3:80])[CH3:79])[P:71](Cl)[O:72][CH2:73][CH2:74][C:75]#[N:76])([CH3:69])[CH3:68].C(=O)(O)[O-].[Na+]. Product: [CH3:1][O:2][C:3]1[CH:8]=[CH:7][C:6]([C:9]([C:50]2[CH:51]=[CH:52][C:53]([O:56][CH3:57])=[CH:54][CH:55]=2)([C:44]2[CH:49]=[CH:48][CH:47]=[CH:46][CH:45]=2)[O:10][CH2:11][C@@H:12]2[CH2:13][C@@H:14]([O:43][P:71]([N:70]([CH:78]([CH3:80])[CH3:79])[CH:67]([CH3:68])[CH3:69])[O:72][CH2:73][CH2:74][C:75]#[N:76])[CH2:15][N:16]2[C:17]([O:19][CH2:20][CH2:21][NH:22][CH2:23][CH2:24][C:25]2[CH:26]=[CH:27][C:28]([N:31]=[N:32][C:33]3[CH:38]=[CH:37][C:36]([N+:39]([O-:41])=[O:40])=[CH:35][C:34]=3[Cl:42])=[CH:29][CH:30]=2)=[O:18])=[CH:5][CH:4]=1. The catalyst class is: 61. (3) Reactant: Cl.[Cl:2][C:3]1[C:12]2[C:7](=[CH:8][C:9]([O:27][CH3:28])=[C:10]([O:13][C@@H:14]3[CH2:19][CH2:18][CH2:17][N:16](C(OC(C)(C)C)=O)[CH2:15]3)[CH:11]=2)[N:6]=[CH:5][N:4]=1.[Cl:29][C:30]1[C:31]([F:37])=[C:32]([CH:34]=[CH:35][CH:36]=1)[NH2:33]. Product: [ClH:2].[Cl:29][C:30]1[C:31]([F:37])=[C:32]([CH:34]=[CH:35][CH:36]=1)[NH:33][C:3]1[C:12]2[C:7](=[CH:8][C:9]([O:27][CH3:28])=[C:10]([O:13][C@@H:14]3[CH2:19][CH2:18][CH2:17][NH:16][CH2:15]3)[CH:11]=2)[N:6]=[CH:5][N:4]=1. The catalyst class is: 10.